Predict the product of the given reaction. From a dataset of Forward reaction prediction with 1.9M reactions from USPTO patents (1976-2016). (1) Given the reactants [CH2:1]([O:3][C:4]([C@H:6]1[CH2:11][CH2:10][C@H:9]([N:12]2[C:16]([C:17]([F:20])([F:19])[F:18])=[C:15]([C:21](O)=[O:22])[CH:14]=[N:13]2)[CH2:8][C@@H:7]1[CH3:24])=[O:5])[CH3:2].C(Cl)(=O)C([Cl:28])=O, predict the reaction product. The product is: [Cl:28][C:21]([C:15]1[CH:14]=[N:13][N:12]([C@H:9]2[CH2:10][CH2:11][C@H:6]([C:4]([O:3][CH2:1][CH3:2])=[O:5])[C@@H:7]([CH3:24])[CH2:8]2)[C:16]=1[C:17]([F:20])([F:19])[F:18])=[O:22]. (2) Given the reactants [NH2:1][CH2:2][C:3]1[CH:4]=[C:5]([CH:7]=[CH:8][C:9]=1[S:10]([CH2:13][CH3:14])(=[O:12])=[O:11])[NH2:6].[C:15](=O)([O:24]N1C(=O)CCC1=O)[O:16][CH2:17][C:18]1[CH:23]=[CH:22][CH:21]=[CH:20][CH:19]=1, predict the reaction product. The product is: [NH2:6][C:5]1[CH:7]=[CH:8][C:9]([S:10]([CH2:13][CH3:14])(=[O:12])=[O:11])=[C:3]([CH:4]=1)[CH2:2][NH:1][C:15](=[O:24])[O:16][CH2:17][C:18]1[CH:23]=[CH:22][CH:21]=[CH:20][CH:19]=1.